Task: Predict which catalyst facilitates the given reaction.. Dataset: Catalyst prediction with 721,799 reactions and 888 catalyst types from USPTO (1) Reactant: [OH-].[K+].C([O:5][C:6]([C:8]1[NH:9][C:10]2[C:15]([C:16]=1[CH2:17][CH2:18][N:19]([CH3:21])[CH3:20])=[CH:14][C:13]([CH2:22][C@H:23]1[CH2:27][O:26][C:25](=[O:28])[NH:24]1)=[CH:12][CH:11]=2)=[O:7])C. Product: [CH3:21][N:19]([CH3:20])[CH2:18][CH2:17][C:16]1[C:15]2[C:10](=[CH:11][CH:12]=[C:13]([CH2:22][C@H:23]3[CH2:27][O:26][C:25](=[O:28])[NH:24]3)[CH:14]=2)[NH:9][C:8]=1[C:6]([OH:7])=[O:5]. The catalyst class is: 8. (2) Reactant: [NH2:1][C@H:2]([C:4]1[N:8]([CH:9]2[CH2:11][CH2:10]2)[C:7]2[C:12]([C:16]([NH:18][CH3:19])=[O:17])=[CH:13][CH:14]=[CH:15][C:6]=2[N:5]=1)[CH3:3].C(=O)([O-])[O-].[Cs+].[Cs+].[NH2:26][C:27]1[S:28][C:29](Br)=[N:30][N:31]=1. Product: [NH2:26][C:27]1[S:28][C:29]([NH:1][C@H:2]([C:4]2[N:8]([CH:9]3[CH2:10][CH2:11]3)[C:7]3[C:12]([C:16]([NH:18][CH3:19])=[O:17])=[CH:13][CH:14]=[CH:15][C:6]=3[N:5]=2)[CH3:3])=[N:30][N:31]=1. The catalyst class is: 14.